From a dataset of TCR-epitope binding with 47,182 pairs between 192 epitopes and 23,139 TCRs. Binary Classification. Given a T-cell receptor sequence (or CDR3 region) and an epitope sequence, predict whether binding occurs between them. (1) The epitope is FLYNLLTRV. The TCR CDR3 sequence is CASSRTSGTDYNEQFF. Result: 0 (the TCR does not bind to the epitope). (2) The TCR CDR3 sequence is CSADIQGAIGETQYF. The epitope is GTITVEELK. Result: 0 (the TCR does not bind to the epitope).